This data is from Reaction yield outcomes from USPTO patents with 853,638 reactions. The task is: Predict the reaction yield, written as a fraction of the theoretical maximum amount of product (1.0 means a 100% yield; for example, 0.34 means a 34% yield). (1) The reactants are [B:1]([C:4]1[CH:12]=[CH:11][C:7]([C:8]([OH:10])=O)=[CH:6][CH:5]=1)([OH:3])[OH:2].CCN=C=NCCCN(C)C.[NH2:24][CH2:25][CH2:26][CH2:27][CH2:28][NH:29][C:30](=[O:56])[CH2:31][C@@H:32]1[N:38]=[C:37]([C:39]2[CH:44]=[CH:43][C:42]([Cl:45])=[CH:41][CH:40]=2)[C:36]2[CH:46]=[C:47]([O:50][CH3:51])[CH:48]=[CH:49][C:35]=2[N:34]2[C:52]([CH3:55])=[N:53][N:54]=[C:33]12.ClC1C=CC(C2C3C=C(OC)C=CC=3N3C(C)=NN=C3[C@H](CC(NCCNC(C3C=CC(B(O)O)=CC=3)=O)=O)N=2)=CC=1. The catalyst is C(Cl)Cl.CN(C1C=CN=CC=1)C. The product is [Cl:45][C:42]1[CH:43]=[CH:44][C:39]([C:37]2[C:36]3[CH:46]=[C:47]([O:50][CH3:51])[CH:48]=[CH:49][C:35]=3[N:34]3[C:52]([CH3:55])=[N:53][N:54]=[C:33]3[C@H:32]([CH2:31][C:30]([NH:29][CH2:28][CH2:27][CH2:26][CH2:25][NH:24][C:8]([C:7]3[CH:6]=[CH:5][C:4]([B:1]([OH:2])[OH:3])=[CH:12][CH:11]=3)=[O:10])=[O:56])[N:38]=2)=[CH:40][CH:41]=1. The yield is 0.246. (2) The reactants are Br[C:2]1[CH:7]=[CH:6][C:5]([N+:8]([O-:10])=[O:9])=[C:4]([O:11][CH3:12])[CH:3]=1.B1([C:22]2[CH2:27][CH2:26][N:25]([C:28]([O:30][C:31]([CH3:34])([CH3:33])[CH3:32])=[O:29])[CH2:24][CH:23]=2)OC(C)(C)C(C)(C)O1.C(=O)([O-])[O-].[K+].[K+].C(Cl)Cl. The catalyst is CN(C=O)C.C(OCC)(=O)C. The product is [CH3:12][O:11][C:4]1[CH:3]=[C:2]([C:22]2[CH2:27][CH2:26][N:25]([C:28]([O:30][C:31]([CH3:34])([CH3:33])[CH3:32])=[O:29])[CH2:24][CH:23]=2)[CH:7]=[CH:6][C:5]=1[N+:8]([O-:10])=[O:9]. The yield is 0.880. (3) The yield is 0.910. The catalyst is C1COCC1. The product is [OH:12][CH2:11][C:10]([O:9][NH:8][C:6](=[O:7])[O:5][C:1]([CH3:4])([CH3:3])[CH3:2])([CH3:17])[CH3:16]. The reactants are [C:1]([O:5][C:6]([NH:8][O:9][C:10]([CH3:17])([CH3:16])[C:11](OCC)=[O:12])=[O:7])([CH3:4])([CH3:3])[CH3:2].[H-].[H-].[H-].[H-].[Li+].[Al+3].O.[OH-].[Na+]. (4) The reactants are [F:1][C:2]([F:20])([F:19])[C:3]1[CH:4]=[C:5]([CH:13]2[CH2:17][NH:16][C:15](=[O:18])[CH2:14]2)[CH:6]=[C:7]([C:9]([F:12])([F:11])[F:10])[CH:8]=1.[H-].[Na+].[F:23][C:24]1([F:33])[CH2:27][N:26]([C:28](=[O:32])/[CH:29]=[CH:30]\I)[CH2:25]1.O. The catalyst is CN(C=O)C. The product is [F:10][C:9]([F:12])([F:11])[C:7]1[CH:6]=[C:5]([CH:13]2[CH2:17][N:16](/[CH:30]=[CH:29]/[C:28]([N:26]3[CH2:27][C:24]([F:33])([F:23])[CH2:25]3)=[O:32])[C:15](=[O:18])[CH2:14]2)[CH:4]=[C:3]([C:2]([F:1])([F:19])[F:20])[CH:8]=1. The yield is 0.0403. (5) The reactants are [Br:1][C:2]1[CH:10]=[C:9]2[C:5]([C:6](=[O:12])C(=O)[NH:8]2)=[CH:4][C:3]=1[F:13].[OH-:14].[Na+].OO.Cl. The product is [NH2:8][C:9]1[CH:10]=[C:2]([Br:1])[C:3]([F:13])=[CH:4][C:5]=1[C:6]([OH:12])=[O:14]. No catalyst specified. The yield is 0.250. (6) The reactants are [OH:1][CH2:2][CH2:3][C:4]1[CH:5]=[C:6]([OH:10])[CH:7]=[CH:8][CH:9]=1.[N:11]1([CH2:17][CH2:18][O:19][C:20]2[CH:25]=[CH:24][C:23](O)=[CH:22][CH:21]=2)[CH2:16][CH2:15][CH2:14][CH2:13][CH2:12]1.C1(P(C2C=CC=CC=2)C2C=CC=CC=2)C=CC=CC=1.N(C(OCC)=O)=NC(OCC)=O. The catalyst is C1(C)C=CC=CC=1.C(Cl)Cl. The product is [N:11]1([CH2:17][CH2:18][O:19][C:20]2[CH:21]=[CH:22][C:23]([O:1][CH2:2][CH2:3][C:4]3[CH:5]=[C:6]([OH:10])[CH:7]=[CH:8][CH:9]=3)=[CH:24][CH:25]=2)[CH2:16][CH2:15][CH2:14][CH2:13][CH2:12]1. The yield is 0.640. (7) The catalyst is O. The product is [Br:3][C:4]1[CH:5]=[C:6]([S:10]([NH:2][CH3:1])(=[O:12])=[O:11])[CH:7]=[N:8][CH:9]=1. The reactants are [CH3:1][NH2:2].[Br:3][C:4]1[CH:5]=[C:6]([S:10](Cl)(=[O:12])=[O:11])[CH:7]=[N:8][CH:9]=1. The yield is 0.180. (8) The reactants are [O:1]1[C:5]2[CH:6]=[CH:7][C:8]([C:10]3([C:13]([OH:15])=O)[CH2:12][CH2:11]3)=[CH:9][C:4]=2[O:3][CH2:2]1.S(Cl)(Cl)=O.CN(C)C=O.[Br:25][C:26]1[CH:27]=[CH:28][C:29]([NH2:32])=[N:30][CH:31]=1. The catalyst is N1C=CC=CC=1. The product is [O:1]1[C:5]2[CH:6]=[CH:7][C:8]([C:10]3([C:13]([NH:32][C:29]4[CH:28]=[CH:27][C:26]([Br:25])=[CH:31][N:30]=4)=[O:15])[CH2:11][CH2:12]3)=[CH:9][C:4]=2[O:3][CH2:2]1. The yield is 0.830. (9) The reactants are [F:1][C:2]1[CH:14]=[CH:13][C:5]([O:6][CH2:7][C:8](OCC)=[O:9])=[CH:4][CH:3]=1.[H-].[Al+3].[Li+].[H-].[H-].[H-]. The catalyst is C(OCC)C. The product is [F:1][C:2]1[CH:14]=[CH:13][C:5]([O:6][CH2:7][CH2:8][OH:9])=[CH:4][CH:3]=1. The yield is 0.550.